Dataset: Full USPTO retrosynthesis dataset with 1.9M reactions from patents (1976-2016). Task: Predict the reactants needed to synthesize the given product. (1) Given the product [CH2:22]([O:34][C:35]1[CH:40]=[CH:39][C:38]([CH3:41])=[CH:37][C:36]=1[NH:42][C:43]([C:45]1[CH:46]=[C:47]([O:56][C:57]([C:58]2[CH:63]=[CH:62][CH:61]=[CH:60][C:59]=2[N:64]([CH3:65])[C:19]([N:14]2[C:13]3[CH:17]=[CH:18][C:10]([C:8]([O:7][C:1]4[CH:2]=[CH:3][CH:4]=[CH:5][CH:6]=4)=[O:9])=[CH:11][C:12]=3[N:16]=[N:15]2)=[O:20])=[O:66])[C:48]2[C:53]([C:54]=1[OH:55])=[CH:52][CH:51]=[CH:50][CH:49]=2)=[O:44])[CH2:23][CH2:24][CH2:25][CH2:26][CH2:27][CH2:28][CH2:29][CH2:30][CH2:31][CH2:32][CH3:33], predict the reactants needed to synthesize it. The reactants are: [C:1]1([O:7][C:8]([C:10]2[CH:18]=[CH:17][C:13]3[NH:14][N:15]=[N:16][C:12]=3[CH:11]=2)=[O:9])[CH:6]=[CH:5][CH:4]=[CH:3][CH:2]=1.[CH:19](Cl)=[O:20].[CH2:22]([O:34][C:35]1[CH:40]=[CH:39][C:38]([CH3:41])=[CH:37][C:36]=1[NH:42][C:43]([C:45]1[CH:46]=[C:47]([O:56][C:57](=[O:66])[C:58]2[CH:63]=[CH:62][CH:61]=[CH:60][C:59]=2[NH:64][CH3:65])[C:48]2[C:53]([C:54]=1[OH:55])=[CH:52][CH:51]=[CH:50][CH:49]=2)=[O:44])[CH2:23][CH2:24][CH2:25][CH2:26][CH2:27][CH2:28][CH2:29][CH2:30][CH2:31][CH2:32][CH3:33].CN(C)C1C=CC=CC=1. (2) Given the product [Cl:21][C:19]1[CH:18]=[CH:17][C:16]([O:22][CH2:23][CH2:24][CH2:25][CH2:26][CH2:27][CH2:28][CH3:29])=[C:15]([CH:20]=1)[C:14]([NH:13][C@@H:4]([CH2:5][C:6]1[CH:7]=[CH:8][C:9]([C:5]2[CH:6]=[CH:7][C:39]([O:42][C:33]([F:35])([F:34])[F:32])=[CH:3][CH:4]=2)=[CH:10][CH:11]=1)[C:3]([OH:2])=[O:31])=[O:30], predict the reactants needed to synthesize it. The reactants are: C[O:2][C:3](=[O:31])[C@@H:4]([NH:13][C:14](=[O:30])[C:15]1[CH:20]=[C:19]([Cl:21])[CH:18]=[CH:17][C:16]=1[O:22][CH2:23][CH2:24][CH2:25][CH2:26][CH2:27][CH2:28][CH3:29])[CH2:5][C:6]1[CH:11]=[CH:10][C:9](Br)=[CH:8][CH:7]=1.[F:32][C:33](B(O)O)([F:35])[F:34].[C:39]([O-:42])([O-])=O.[Na+].[Na+].